This data is from Reaction yield outcomes from USPTO patents with 853,638 reactions. The task is: Predict the reaction yield, written as a fraction of the theoretical maximum amount of product (1.0 means a 100% yield; for example, 0.34 means a 34% yield). (1) The reactants are [CH3:1][C:2]1[C:3]2[CH:17]=[CH:16][C:15](=[O:18])[N:14]([CH3:19])[C:4]=2[N:5]=[C:6]([O:8][CH2:9][CH2:10][CH2:11][CH:12]=O)[N:7]=1.FC(F)(F)C(O)=O.[F:27][C:28]1[CH:37]=[C:36]2[C:31]([CH:32]=[CH:33][CH:34]=[C:35]2[N:38]2[CH2:43][CH2:42][NH:41][CH2:40][CH2:39]2)=[CH:30][CH:29]=1.C(N(CC)CC)C.C(O[BH-](OC(=O)C)OC(=O)C)(=O)C.[Na+]. The catalyst is C(Cl)Cl. The product is [F:27][C:28]1[CH:37]=[C:36]2[C:31]([CH:32]=[CH:33][CH:34]=[C:35]2[N:38]2[CH2:43][CH2:42][N:41]([CH2:12][CH2:11][CH2:10][CH2:9][O:8][C:6]3[N:7]=[C:2]([CH3:1])[C:3]4[CH:17]=[CH:16][C:15](=[O:18])[N:14]([CH3:19])[C:4]=4[N:5]=3)[CH2:40][CH2:39]2)=[CH:30][CH:29]=1. The yield is 0.624. (2) The product is [CH:5]1([CH2:6][N:7]2[CH2:11][CH2:10][N:9]([C:12]3[CH:13]=[C:14]([CH:19]=[CH:20][N:21]=3)[C:15]([NH:50][CH2:49][C:48]3[CH:51]=[CH:52][C:53]([F:54])=[C:46]([F:45])[CH:47]=3)=[O:17])[C:8]2=[O:22])[CH2:23][CH2:24]1. The reactants are FC1[CH:24]=[CH:23][C:5]([CH2:6][N:7]2[CH2:11][CH2:10][N:9]([C:12]3[CH:13]=[C:14]([CH:19]=[CH:20][N:21]=3)[C:15]([O:17]C)=O)[C:8]2=[O:22])=CC=1.C1(CN2CCN(C3C=C(C=CN=3)C(OC)=O)C2=O)CC1.[F:45][C:46]1[CH:47]=[C:48]([CH:51]=[CH:52][C:53]=1[F:54])[CH2:49][NH2:50]. The yield is 0.490. No catalyst specified. (3) The reactants are [CH:1]1([CH2:4][O:5][C:6](=[O:25])[CH:7]([C:12]2[CH:17]=[C:16]([O:18][CH2:19][CH:20]3[CH2:22][CH2:21]3)[C:15](I)=[C:14]([Cl:24])[CH:13]=2)[CH2:8][CH:9]([CH3:11])[CH3:10])[CH2:3][CH2:2]1.CC1(C)C(C)(C)OB([C:34]2[CH:35]=[CH:36][C:37]3[C:38]([CH:42]=2)=[N:39][O:40][N:41]=3)O1.[F-].[Cs+].O.CCOC(C)=O. The catalyst is COCCOC.C1C=CC(P(C2C=CC=CC=2)[C-]2C=CC=C2)=CC=1.C1C=CC(P(C2C=CC=CC=2)[C-]2C=CC=C2)=CC=1.Cl[Pd]Cl.[Fe+2]. The product is [CH:1]1([CH2:4][O:5][C:6](=[O:25])[CH:7]([C:12]2[CH:17]=[C:16]([O:18][CH2:19][CH:20]3[CH2:22][CH2:21]3)[C:15]([C:34]3[CH:35]=[CH:36][C:37]4[C:38]([CH:42]=3)=[N:39][O:40][N:41]=4)=[C:14]([Cl:24])[CH:13]=2)[CH2:8][CH:9]([CH3:11])[CH3:10])[CH2:3][CH2:2]1. The yield is 0.410. (4) The reactants are [CH3:1][S:2]([O:5][C:6]1[CH:11]=[CH:10][C:9]([CH2:12][CH2:13][CH2:14]CS([O-])(=O)=O)=[CH:8][CH:7]=1)(=[O:4])=[O:3].[CH2:20]([O:22][CH:23]([CH2:29][C:30]1[CH:35]=[CH:34][CH:33]=[C:32]([OH:36])[CH:31]=1)[C:24]([O:26][CH2:27][CH3:28])=[O:25])[CH3:21].C(=O)([O-])[O-].[K+].[K+]. The catalyst is C(#N)C. The product is [CH2:20]([O:22][CH:23]([CH2:29][C:30]1[CH:35]=[CH:34][CH:33]=[C:32]([O:36][CH2:14][CH2:13][CH2:12][C:9]2[CH:8]=[CH:7][C:6]([O:5][S:2]([CH3:1])(=[O:3])=[O:4])=[CH:11][CH:10]=2)[CH:31]=1)[C:24]([O:26][CH2:27][CH3:28])=[O:25])[CH3:21]. The yield is 0.650. (5) The reactants are [NH2:1][CH2:2][CH2:3][O:4][CH2:5][CH2:6][NH:7][C:8](=[O:14])[O:9][C:10]([CH3:13])([CH3:12])[CH3:11].[C:15](O)(=[O:22])[C:16]1[CH:21]=[CH:20][CH:19]=[N:18][CH:17]=1.CCN=C=NCCCN(C)C. The catalyst is CC#N.CCOC(C)=O. The product is [C:15]([NH:1][CH2:2][CH2:3][O:4][CH2:5][CH2:6][NH:7][C:8](=[O:14])[O:9][C:10]([CH3:11])([CH3:13])[CH3:12])(=[O:22])[C:16]1[CH:21]=[CH:20][CH:19]=[N:18][CH:17]=1. The yield is 0.440. (6) The reactants are Br[C:2]1[CH:7]=[N:6][CH:5]=[C:4]2[N:8]([C:11]([O:13][C:14]([CH3:17])([CH3:16])[CH3:15])=[O:12])[CH:9]=[CH:10][C:3]=12.[O:18]1[CH2:23][CH2:22][CH2:21][CH2:20][CH:19]1[N:24]1[C:32]2[C:27](=[CH:28][C:29](B3OC(C)(C)C(C)(C)O3)=[CH:30][CH:31]=2)[C:26]([CH:42]=[O:43])=[N:25]1.P([O-])([O-])([O-])=O.[K+].[K+].[K+].C(=O)([O-])OC1C=CC=CC=1C(C)(C)C. The catalyst is CN(C)C(=O)C.O.[Pd].C1(P(C2C=CC=CC=2)C2C=CC=CC=2)C=CC=CC=1.C1(P(C2C=CC=CC=2)C2C=CC=CC=2)C=CC=CC=1.C1(P(C2C=CC=CC=2)C2C=CC=CC=2)C=CC=CC=1.C1(P(C2C=CC=CC=2)C2C=CC=CC=2)C=CC=CC=1. The product is [CH:42]([C:26]1[C:27]2[C:32](=[CH:31][CH:30]=[C:29]([C:2]3[CH:7]=[N:6][CH:5]=[C:4]4[N:8]([C:11]([O:13][C:14]([CH3:17])([CH3:16])[CH3:15])=[O:12])[CH:9]=[CH:10][C:3]=34)[CH:28]=2)[N:24]([CH:19]2[CH2:20][CH2:21][CH2:22][CH2:23][O:18]2)[N:25]=1)=[O:43]. The yield is 0.180. (7) The reactants are Cl.CN.[C:4]([BH3-])#[N:5].[Na+].[Br:8][C:9]1[CH:10]=[C:11]([CH:15]=O)[CH:12]=[N:13][CH:14]=1.[OH-].[Na+]. The catalyst is CO. The product is [Br:8][C:9]1[CH:10]=[C:11]([CH2:15][NH:5][CH3:4])[CH:12]=[N:13][CH:14]=1. The yield is 0.500. (8) The reactants are [CH3:1][O:2][C:3]1[CH:8]=[CH:7][C:6]([NH:9][C:10](=[O:19])[CH2:11][C:12]([CH3:18])([CH3:17])[CH2:13][C:14]([OH:16])=O)=[CH:5][CH:4]=1.S(Cl)(Cl)=O. The catalyst is C(Cl)(Cl)Cl.C(Cl)Cl. The product is [CH3:1][O:2][C:3]1[CH:8]=[CH:7][C:6]([N:9]2[C:10](=[O:19])[CH2:11][C:12]([CH3:18])([CH3:17])[CH2:13][C:14]2=[O:16])=[CH:5][CH:4]=1. The yield is 0.820. (9) The reactants are [CH3:1][O:2][CH2:3][CH2:4][O:5][CH2:6][C:7]1[S:8][CH:9]=[C:10]([CH2:12]O)[N:11]=1.P(Br)(Br)[Br:15]. The catalyst is CCOCC.C(OCC)(=O)C. The product is [Br:15][CH2:12][C:10]1[N:11]=[C:7]([CH2:6][O:5][CH2:4][CH2:3][O:2][CH3:1])[S:8][CH:9]=1. The yield is 0.510.